From a dataset of Reaction yield outcomes from USPTO patents with 853,638 reactions. Predict the reaction yield, written as a fraction of the theoretical maximum amount of product (1.0 means a 100% yield; for example, 0.34 means a 34% yield). (1) The reactants are [CH3:1][C:2]([CH3:25])([CH3:24])[CH2:3][N:4]([CH3:23])[C:5]1[N:10]=[CH:9][N:8]=[C:7]([NH:11][C:12]2[CH:13]=[C:14]([CH:19]=[CH:20][C:21]=2[CH3:22])[C:15]([NH:17][CH3:18])=[O:16])[CH:6]=1.C(=O)(O)[O-].[Na+].[Br:31]Br. The catalyst is C(Cl)Cl.O. The product is [Br:31][C:6]1[C:7]([NH:11][C:12]2[CH:13]=[C:14]([CH:19]=[CH:20][C:21]=2[CH3:22])[C:15]([NH:17][CH3:18])=[O:16])=[N:8][CH:9]=[N:10][C:5]=1[N:4]([CH2:3][C:2]([CH3:25])([CH3:24])[CH3:1])[CH3:23]. The yield is 0.440. (2) The reactants are Br[C:2]1[CH:3]=[C:4]([S:8]([NH:11][C:12]2[CH:21]=[CH:20][C:15]([C:16]([O:18][CH3:19])=[O:17])=[C:14]([OH:22])[CH:13]=2)(=[O:10])=[O:9])[CH:5]=[CH:6][CH:7]=1.[C:23]([C:26]1[CH:27]=[C:28](B(O)O)[CH:29]=[CH:30][CH:31]=1)(=[O:25])[NH2:24]. No catalyst specified. The product is [C:23]([C:26]1[CH:31]=[C:30]([C:2]2[CH:7]=[CH:6][CH:5]=[C:4]([S:8]([NH:11][C:12]3[CH:21]=[CH:20][C:15]([C:16]([O:18][CH3:19])=[O:17])=[C:14]([OH:22])[CH:13]=3)(=[O:10])=[O:9])[CH:3]=2)[CH:29]=[CH:28][CH:27]=1)(=[O:25])[NH2:24]. The yield is 0.430. (3) The reactants are [CH:1]1([C:4]2[C:13]3[C:8](=[CH:9][CH:10]=[CH:11][CH:12]=3)[C:7]([NH2:14])=[CH:6][CH:5]=2)[CH2:3][CH2:2]1.C(=O)(O)[O-].[Na+].[C:20](Cl)(Cl)=[S:21]. The catalyst is ClCCl. The product is [CH:1]1([C:4]2[C:13]3[C:8](=[CH:9][CH:10]=[CH:11][CH:12]=3)[C:7]([N:14]=[C:20]=[S:21])=[CH:6][CH:5]=2)[CH2:3][CH2:2]1. The yield is 0.990. (4) The reactants are [NH:1]1[C:11]2[C:6](=[CH:7][CH:8]=[CH:9][CH:10]=2)[C:4](=[O:5])[C:2]1=[O:3].[H-].[Na+].[CH2:14](Br)[C:15]1[CH:20]=[CH:19][CH:18]=[CH:17][CH:16]=1.O. The catalyst is CN(C=O)C. The product is [CH2:14]([N:1]1[C:11]2[C:6](=[CH:7][CH:8]=[CH:9][CH:10]=2)[C:4](=[O:5])[C:2]1=[O:3])[C:15]1[CH:20]=[CH:19][CH:18]=[CH:17][CH:16]=1. The yield is 0.850. (5) The reactants are [F-:1].C([N+](CCCC)(CCCC)CCCC)CCC.O1CCCC1.Br[CH2:25][C:26]1[C:37]([C:38]#[N:39])=[C:30]2[N:31]=[C:32]([CH:34]3[CH2:36][CH2:35]3)[O:33][C:29]2=[C:28]([F:40])[C:27]=1[C:41]1[CH:46]=[CH:45][CH:44]=[CH:43][CH:42]=1. The catalyst is O. The product is [CH:34]1([C:32]2[O:33][C:29]3[C:30](=[C:37]([C:38]#[N:39])[C:26]([CH2:25][F:1])=[C:27]([C:41]4[CH:46]=[CH:45][CH:44]=[CH:43][CH:42]=4)[C:28]=3[F:40])[N:31]=2)[CH2:36][CH2:35]1. The yield is 0.590. (6) The reactants are [Cl:1][CH2:2][CH2:3][N:4]([CH2:14][CH2:15]Cl)[CH2:5][CH2:6][O:7][C:8]1[CH:13]=[CH:12][CH:11]=[CH:10][CH:9]=1.[CH2:17]([NH2:19])[CH3:18].[C:20](=[O:23])([O-])[O-].[K+].[K+].[I-].[Na+]. The catalyst is CN(C=O)C. The product is [ClH:1].[ClH:1].[CH3:6][O:7][C:8]1[CH:9]=[C:10]([CH:11]=[CH:12][C:13]=1[O:23][CH3:20])[CH2:18][CH2:17][N:19]1[CH2:15][CH2:14][N:4]([CH2:5][CH2:6][O:7][C:8]2[CH:13]=[CH:12][CH:11]=[CH:10][CH:9]=2)[CH2:3][CH2:2]1. The yield is 0.230. (7) The reactants are [CH:1]1([N:4]2[CH2:9][C:8]3([CH2:14][CH2:13][N:12]([S:15]([C:18]4[CH:23]=[CH:22][C:21](B5OC(C)(C)C(C)(C)O5)=[CH:20][CH:19]=4)(=[O:17])=[O:16])[CH2:11][CH2:10]3)[O:7][CH2:6][C:5]2=[O:33])[CH2:3][CH2:2]1.Br[C:35]1[C:44]([F:45])=[C:43]2[C:38]([CH:39]=[CH:40][CH:41]=[N:42]2)=[CH:37][CH:36]=1. The yield is 0.770. The product is [CH:1]1([N:4]2[CH2:9][C:8]3([CH2:14][CH2:13][N:12]([S:15]([C:18]4[CH:19]=[CH:20][C:21]([C:35]5[C:44]([F:45])=[C:43]6[C:38]([CH:39]=[CH:40][CH:41]=[N:42]6)=[CH:37][CH:36]=5)=[CH:22][CH:23]=4)(=[O:17])=[O:16])[CH2:11][CH2:10]3)[O:7][CH2:6][C:5]2=[O:33])[CH2:2][CH2:3]1. No catalyst specified.